Dataset: Merck oncology drug combination screen with 23,052 pairs across 39 cell lines. Task: Regression. Given two drug SMILES strings and cell line genomic features, predict the synergy score measuring deviation from expected non-interaction effect. (1) Drug 1: Nc1ccn(C2OC(CO)C(O)C2(F)F)c(=O)n1. Cell line: HT144. Synergy scores: synergy=1.74. Drug 2: CCN(CC)CCNC(=O)c1c(C)[nH]c(C=C2C(=O)Nc3ccc(F)cc32)c1C. (2) Drug 1: O=P1(N(CCCl)CCCl)NCCCO1. Cell line: HT29. Drug 2: CS(=O)(=O)CCNCc1ccc(-c2ccc3ncnc(Nc4ccc(OCc5cccc(F)c5)c(Cl)c4)c3c2)o1. Synergy scores: synergy=1.91.